Task: Predict the reactants needed to synthesize the given product.. Dataset: Full USPTO retrosynthesis dataset with 1.9M reactions from patents (1976-2016) (1) Given the product [Cl:20][C:14]1[CH:15]=[N:16][N:17]([CH3:18])[C:13]=1[CH2:12][C:11]([NH:10][CH2:9][C:3]1[CH:4]=[CH:5][C:6]([Cl:8])=[CH:7][C:2]=1[Cl:1])=[O:19], predict the reactants needed to synthesize it. The reactants are: [Cl:1][C:2]1[CH:7]=[C:6]([Cl:8])[CH:5]=[CH:4][C:3]=1[CH2:9][NH:10][C:11](=[O:19])[CH2:12][C:13]1[N:17]([CH3:18])[N:16]=[CH:15][CH:14]=1.[Cl:20]N1C(=O)CCC1=O. (2) The reactants are: [C:1]([C:4]1[CH:9]=[CH:8][C:7]([C:10]([F:13])([F:12])[F:11])=[CH:6][C:5]=1[N:14]([CH:23]1[CH2:28][CH2:27][O:26][CH2:25][CH2:24]1)[C:15](=[O:22])[CH2:16][C:17]([O:19][CH2:20][CH3:21])=[O:18])(=O)[CH3:2].[H-].[Na+]. Given the product [CH3:2][C:1]1[C:4]2[C:5](=[CH:6][C:7]([C:10]([F:13])([F:11])[F:12])=[CH:8][CH:9]=2)[N:14]([CH:23]2[CH2:28][CH2:27][O:26][CH2:25][CH2:24]2)[C:15](=[O:22])[C:16]=1[C:17]([O:19][CH2:20][CH3:21])=[O:18], predict the reactants needed to synthesize it. (3) Given the product [N:17]1[CH:18]=[CH:19][CH:20]=[C:15]([C:13]2[O:14][C:10]3[C:11](=[C:6]([C:2]([NH2:27])=[O:1])[CH:7]=[CH:8][CH:9]=3)[N:12]=2)[CH:16]=1, predict the reactants needed to synthesize it. The reactants are: [O:1]=[C:2]([C:6]1[C:11]2[N:12]=[C:13]([C:15]3[CH:16]=[N:17][CH:18]=[CH:19][CH:20]=3)[O:14][C:10]=2[CH:9]=[CH:8][CH:7]=1)C(O)=O.C1C=CC2N(O)N=[N:27]C=2C=1.[NH4+].[Cl-].CCN(C(C)C)C(C)C.CCN=C=NCCCN(C)C.Cl. (4) Given the product [C:42]([N:26]([CH2:27][C:28]1[CH:33]=[C:32]([C:34]([F:37])([F:36])[F:35])[CH:31]=[C:30]([C:38]([F:40])([F:39])[F:41])[CH:29]=1)[CH:22]1[CH2:23][CH2:24][CH2:25][N:19]([C:17]([O:16][CH:13]([CH3:15])[CH3:14])=[O:18])[C:20]2[CH:48]=[C:47]([N:7]3[CH2:12][CH2:11][O:10][CH2:9][CH2:8]3)[CH:46]=[CH:45][C:21]1=2)(=[O:44])[CH3:43], predict the reactants needed to synthesize it. The reactants are: CC(C)([O-])C.[Na+].[NH:7]1[CH2:12][CH2:11][O:10][CH2:9][CH2:8]1.[CH:13]([O:16][C:17]([N:19]1[CH2:25][CH2:24][CH2:23][CH:22]([N:26]([C:42](=[O:44])[CH3:43])[CH2:27][C:28]2[CH:33]=[C:32]([C:34]([F:37])([F:36])[F:35])[CH:31]=[C:30]([C:38]([F:41])([F:40])[F:39])[CH:29]=2)[C:21]2[CH:45]=[CH:46][C:47](Br)=[CH:48][C:20]1=2)=[O:18])([CH3:15])[CH3:14]. (5) Given the product [Br:22][C:23]1[CH:28]=[CH:27][C:26]([C:29]([C:2]2[CH:15]=[CH:14][C:5]([NH:6][C:7](=[O:13])[O:8][C:9]([CH3:12])([CH3:11])[CH3:10])=[C:4]([CH3:16])[CH:3]=2)([OH:34])[C:30]([F:33])([F:32])[F:31])=[C:25]([O:35][CH:36]([F:37])[F:38])[CH:24]=1, predict the reactants needed to synthesize it. The reactants are: I[C:2]1[CH:15]=[CH:14][C:5]([NH:6][C:7](=[O:13])[O:8][C:9]([CH3:12])([CH3:11])[CH3:10])=[C:4]([CH3:16])[CH:3]=1.C([Li])CCC.[Br:22][C:23]1[CH:28]=[CH:27][C:26]([C:29](=[O:34])[C:30]([F:33])([F:32])[F:31])=[C:25]([O:35][CH:36]([F:38])[F:37])[CH:24]=1.[Cl-].[NH4+]. (6) Given the product [O:5]=[CH:2][C@@H:1]([C@H:2]([C@@H:1]([C@@H:2]([CH2:1][OH:4])[OH:5])[OH:4])[OH:5])[OH:4], predict the reactants needed to synthesize it. The reactants are: [C:1]([O-:4])(=O)[CH3:2].[OH2:5]. (7) Given the product [Cl:1][C:2]1[CH:9]=[C:8]([N:10]([CH2:16][C:17]2[CH:22]=[CH:21][CH:20]=[CH:19][C:18]=2[Cl:23])[C@H:11]2[CH2:15][CH2:14][N:13]([S:31]([C:26]3[CH:27]=[CH:28][CH:29]=[CH:30][C:25]=3[Cl:24])(=[O:33])=[O:32])[CH2:12]2)[CH:7]=[CH:6][C:3]=1[C:4]#[N:5], predict the reactants needed to synthesize it. The reactants are: [Cl:1][C:2]1[CH:9]=[C:8]([N:10]([CH2:16][C:17]2[CH:22]=[CH:21][CH:20]=[CH:19][C:18]=2[Cl:23])[C@H:11]2[CH2:15][CH2:14][NH:13][CH2:12]2)[CH:7]=[CH:6][C:3]=1[C:4]#[N:5].[Cl:24][C:25]1[CH:30]=[CH:29][CH:28]=[CH:27][C:26]=1[S:31](Cl)(=[O:33])=[O:32]. (8) Given the product [CH3:1][O:2][C:3]([C:5]1[N:6]=[C:7]([C:28]#[N:29])[C:8]2[C:13]([C:14]=1[OH:15])=[CH:12][CH:11]=[C:10]([O:16][C:17]1[CH:26]=[CH:25][C:24]3[C:19](=[CH:20][CH:21]=[CH:22][CH:23]=3)[CH:18]=1)[CH:9]=2)=[O:4], predict the reactants needed to synthesize it. The reactants are: [CH3:1][O:2][C:3]([C:5]1[N:6]=[C:7](I)[C:8]2[C:13]([C:14]=1[OH:15])=[CH:12][CH:11]=[C:10]([O:16][C:17]1[CH:26]=[CH:25][C:24]3[C:19](=[CH:20][CH:21]=[CH:22][CH:23]=3)[CH:18]=1)[CH:9]=2)=[O:4].[C:28]([Cu])#[N:29].C(Cl)Cl. (9) Given the product [Cl:22][C:17]1[CH:16]=[C:15]([NH:14][C:5]2[C:4]3[C:9](=[CH:10][CH:11]=[C:2]([NH:1][CH2:31][C:29]4[O:30][C:26]([N+:23]([O-:25])=[O:24])=[CH:27][CH:28]=4)[CH:3]=3)[N:8]=[CH:7][C:6]=2[C:12]#[N:13])[CH:20]=[CH:19][C:18]=1[F:21], predict the reactants needed to synthesize it. The reactants are: [NH2:1][C:2]1[CH:3]=[C:4]2[C:9](=[CH:10][CH:11]=1)[N:8]=[CH:7][C:6]([C:12]#[N:13])=[C:5]2[NH:14][C:15]1[CH:20]=[CH:19][C:18]([F:21])=[C:17]([Cl:22])[CH:16]=1.[N+:23]([C:26]1[O:30][C:29]([CH:31]=O)=[CH:28][CH:27]=1)([O-:25])=[O:24].[BH3-]C#N.[Na+].